This data is from Forward reaction prediction with 1.9M reactions from USPTO patents (1976-2016). The task is: Predict the product of the given reaction. (1) The product is: [OH:18][N:19]=[CH:1][C:3]1[CH:4]=[C:5]2[C:9](=[CH:10][CH:11]=1)[CH:8]([NH:12][C:13](=[O:16])[CH2:14][CH3:15])[CH2:7][CH2:6]2. Given the reactants [CH:1]([C:3]1[CH:4]=[C:5]2[C:9](=[CH:10][CH:11]=1)[CH:8]([NH:12][C:13](=[O:16])[CH2:14][CH3:15])[CH2:7][CH2:6]2)=O.Cl.[OH:18][NH2:19].C([O-])(=O)C.[Na+], predict the reaction product. (2) Given the reactants [CH:1]([C:4]1[CH:18]=[C:17]([O:19][CH3:20])[CH:16]=[CH:15][C:5]=1[O:6][C:7]1[C:8]([NH2:14])=[N:9][C:10]([NH2:13])=[N:11][CH:12]=1)([CH3:3])[CH3:2].[I:21]Cl.O.C([O-])(O)=O.[Na+], predict the reaction product. The product is: [I:21][C:16]1[C:17]([O:19][CH3:20])=[CH:18][C:4]([CH:1]([CH3:3])[CH3:2])=[C:5]([CH:15]=1)[O:6][C:7]1[C:8]([NH2:14])=[N:9][C:10]([NH2:13])=[N:11][CH:12]=1. (3) Given the reactants [N+:1]([C:4]1[CH:18]=[CH:17][C:7]([CH2:8][C:9]2[CH:14]=[CH:13][N:12]=[C:11]([C:15]#[N:16])[CH:10]=2)=[CH:6][CH:5]=1)([O-])=O.N1C=CC=CC=1, predict the reaction product. The product is: [NH2:1][C:4]1[CH:5]=[CH:6][C:7]([CH2:8][C:9]2[CH:14]=[CH:13][N:12]=[C:11]([C:15]#[N:16])[CH:10]=2)=[CH:17][CH:18]=1. (4) The product is: [C:23]1([C:31]2[CH:36]=[CH:35][CH:34]=[CH:33][CH:32]=2)[CH:28]=[CH:27][CH:26]=[C:25]([CH2:29][NH:30][CH2:18][C:17]2[CH:20]=[CH:21][C:14]([C:12]3[O:11][N:10]=[C:9]([CH2:1][CH2:2][CH2:3][CH2:4][CH2:5][CH2:6][CH2:7][CH3:8])[N:13]=3)=[CH:15][CH:16]=2)[CH:24]=1. Given the reactants [CH2:1]([C:9]1[N:13]=[C:12]([C:14]2[CH:21]=[CH:20][C:17]([CH:18]=O)=[CH:16][CH:15]=2)[O:11][N:10]=1)[CH2:2][CH2:3][CH2:4][CH2:5][CH2:6][CH2:7][CH3:8].Br.[C:23]1([C:31]2[CH:36]=[CH:35][CH:34]=[CH:33][CH:32]=2)[CH:28]=[CH:27][CH:26]=[C:25]([CH2:29][NH2:30])[CH:24]=1, predict the reaction product. (5) Given the reactants [Cl:1][C:2]1[CH:7]=[C:6]([C:8]([F:11])([F:10])[F:9])[CH:5]=[CH:4][C:3]=1[N:12]1[C:16]([NH2:17])=[C:15]([C:18]2[CH:23]=[CH:22][C:21]([O:24]C)=[CH:20][CH:19]=2)[N:14]=[N:13]1.B(Br)(Br)Br.CO.[OH-].[Na+], predict the reaction product. The product is: [NH2:17][C:16]1[N:12]([C:3]2[CH:4]=[CH:5][C:6]([C:8]([F:9])([F:10])[F:11])=[CH:7][C:2]=2[Cl:1])[N:13]=[N:14][C:15]=1[C:18]1[CH:23]=[CH:22][C:21]([OH:24])=[CH:20][CH:19]=1.